This data is from Forward reaction prediction with 1.9M reactions from USPTO patents (1976-2016). The task is: Predict the product of the given reaction. (1) Given the reactants Br[C:2]1[CH:3]=[C:4]([N:8]2[CH2:13][CH2:12][O:11][CH2:10][CH2:9]2)[CH:5]=[N:6][CH:7]=1.[B:14]1([B:14]2[O:18][C:17]([CH3:20])([CH3:19])[C:16]([CH3:22])([CH3:21])[O:15]2)[O:18][C:17]([CH3:20])([CH3:19])[C:16]([CH3:22])([CH3:21])[O:15]1.C(Cl)Cl.C([O-])(=O)C.[K+], predict the reaction product. The product is: [CH3:21][C:16]1([CH3:22])[C:17]([CH3:20])([CH3:19])[O:18][B:14]([C:2]2[CH:3]=[C:4]([N:8]3[CH2:13][CH2:12][O:11][CH2:10][CH2:9]3)[CH:5]=[N:6][CH:7]=2)[O:15]1. (2) Given the reactants [H-].[Na+].[OH:3][C:4]1[CH:13]=[C:12]2[C:7]([CH2:8][CH2:9][N:10]([C:15]3[CH:16]=[N:17][CH:18]=[CH:19][C:20]=3[CH3:21])[C:11]2=[O:14])=[CH:6][CH:5]=1.Cl[C:23]1[N:28]=[CH:27][C:26]([F:29])=[CH:25][N:24]=1.CO, predict the reaction product. The product is: [F:29][C:26]1[CH:25]=[N:24][C:23]([O:3][C:4]2[CH:13]=[C:12]3[C:7]([CH2:8][CH2:9][N:10]([C:15]4[CH:16]=[N:17][CH:18]=[CH:19][C:20]=4[CH3:21])[C:11]3=[O:14])=[CH:6][CH:5]=2)=[N:28][CH:27]=1. (3) The product is: [CH3:24][C:22]1([CH3:25])[CH2:23][C@H:18]([O:17][C:13]2[C:14]([F:16])=[CH:15][C:10]([S:7]([NH:6][C:33]3[CH:38]=[CH:37][N:36]=[CH:35][N:34]=3)(=[O:8])=[O:9])=[C:11]([F:32])[CH:12]=2)[C@@H:19]([C:26]2[N:30]([CH3:31])[N:29]=[CH:28][CH:27]=2)[CH2:20][CH2:21]1. Given the reactants COC1C=C(OC)C=CC=1C[N:6]([C:33]1[CH:38]=[CH:37][N:36]=[CH:35][N:34]=1)[S:7]([C:10]1[CH:15]=[C:14]([F:16])[C:13]([O:17][C@H:18]2[CH2:23][C:22]([CH3:25])([CH3:24])[CH2:21][CH2:20][C@@H:19]2[C:26]2[N:30]([CH3:31])[N:29]=[CH:28][CH:27]=2)=[CH:12][C:11]=1[F:32])(=[O:9])=[O:8].C([SiH](CC)CC)C.FC(F)(F)C(O)=O, predict the reaction product. (4) Given the reactants [CH3:1][O:2][C:3]1[CH:4]=[C:5]2[C:10](=[CH:11][CH:12]=1)[C@@H:9]([CH2:13][CH2:14]O)[NH:8][CH2:7][CH2:6]2.[F:16][C:17]([F:22])([F:21])[C:18]([NH2:20])=[O:19].C(Br)(Br)(Br)[Br:24].C1(P(C2C=CC=CC=2)C2C=CC=CC=2)C=CC=CC=1, predict the reaction product. The product is: [CH3:1][O:2][C:3]1[CH:4]=[C:5]2[C:10](=[CH:11][CH:12]=1)[C@@H:9]([CH2:13][CH2:14][Br:24])[NH:8][CH2:7][CH2:6]2.[F:16][C:17]([F:22])([F:21])[C:18]([NH2:20])=[O:19].